This data is from Full USPTO retrosynthesis dataset with 1.9M reactions from patents (1976-2016). The task is: Predict the reactants needed to synthesize the given product. (1) The reactants are: C(OC([N:8]1[C:17]2=[CH:18][N:19]([C@@H:21]3[O:34][C@H:33]([CH2:35][O:36][C:37](=[O:39])[CH3:38])[C@@H:27]([O:28][C:29](=[O:32])[CH2:30][CH3:31])[C@H:22]3[O:23][C:24](=[O:26])[CH3:25])[N:20]=[C:15]3[C:16]2=[C:10]([C:11](=[O:40])[NH:12][N:13]=[CH:14]3)[C:9]1=[O:41])=O)(C)(C)C.C(O)(C(F)(F)F)=O. Given the product [CH3:31][CH2:30][C:29]([O:28][C@@H:27]1[C@@H:33]([CH2:35][O:36][C:37](=[O:39])[CH3:38])[O:34][C@@H:21]([N:19]2[CH:18]=[C:17]3[NH:8][C:9](=[O:41])[C:10]4[C:11](=[O:40])[NH:12][N:13]=[CH:14][C:15]([C:16]=43)=[N:20]2)[C@@H:22]1[O:23][C:24](=[O:26])[CH3:25])=[O:32], predict the reactants needed to synthesize it. (2) The reactants are: [CH2:1]([Sn:5]([CH2:23][CH2:24][CH2:25][CH3:26])([CH2:19][CH2:20][CH2:21][CH3:22])[C:6]1[CH:7]=[C:8]([C:12]2[O:16][C:15]([CH:17]=O)=[CH:14][CH:13]=2)[CH:9]=[CH:10][CH:11]=1)[CH2:2][CH2:3][CH3:4].[CH2:27]([O:29][C:30](=[O:39])[CH2:31][N:32]1[C:36](=[O:37])[CH2:35][S:34][C:33]1=[S:38])[CH3:28].N1CCCCC1. Given the product [CH2:27]([O:29][C:30](=[O:39])[CH2:31][N:32]1[C:36](=[O:37])/[C:35](=[CH:17]/[C:15]2[O:16][C:12]([C:8]3[CH:9]=[CH:10][CH:11]=[C:6]([Sn:5]([CH2:1][CH2:2][CH2:3][CH3:4])([CH2:23][CH2:24][CH2:25][CH3:26])[CH2:19][CH2:20][CH2:21][CH3:22])[CH:7]=3)=[CH:13][CH:14]=2)/[S:34][C:33]1=[S:38])[CH3:28], predict the reactants needed to synthesize it. (3) Given the product [N:1]1([C:16]([O:18][C:19]([CH3:22])([CH3:21])[CH3:20])=[O:17])[CH2:15][CH2:14][CH2:13][C@H:2]1[C:3]([OH:4])=[O:48].[NH:1]([C:16]([O:18][C:19]([CH3:20])([CH3:21])[CH3:22])=[O:17])[C@H:2]([C:3]([NH2:5])=[O:4])[CH:13]([CH3:14])[CH3:24], predict the reactants needed to synthesize it. The reactants are: [N:1]1([C:16]([O:18][C:19]([CH3:22])([CH3:21])[CH3:20])=[O:17])[CH2:15][CH2:14][CH2:13][C@H:2]1[C:3]([NH:5][C@H](C(N)=O)C(C)C)=[O:4].Cl.[CH2:24]1CCC(N=C=NC2CCCCC2)CC1.C1C=CC2N([OH:48])N=NC=2C=1.